Dataset: NCI-60 drug combinations with 297,098 pairs across 59 cell lines. Task: Regression. Given two drug SMILES strings and cell line genomic features, predict the synergy score measuring deviation from expected non-interaction effect. (1) Drug 1: C1=NNC2=C1C(=O)NC=N2. Drug 2: C(CCl)NC(=O)N(CCCl)N=O. Cell line: HS 578T. Synergy scores: CSS=16.5, Synergy_ZIP=-7.06, Synergy_Bliss=-0.138, Synergy_Loewe=-6.63, Synergy_HSA=-3.05. (2) Drug 1: CN(C)N=NC1=C(NC=N1)C(=O)N. Drug 2: C1=CC=C(C(=C1)C(C2=CC=C(C=C2)Cl)C(Cl)Cl)Cl. Cell line: HCT-15. Synergy scores: CSS=16.4, Synergy_ZIP=4.72, Synergy_Bliss=4.88, Synergy_Loewe=3.80, Synergy_HSA=3.48. (3) Drug 1: C1=C(C(=O)NC(=O)N1)F. Drug 2: C1=NC(=NC(=O)N1C2C(C(C(O2)CO)O)O)N. Cell line: HT29. Synergy scores: CSS=45.7, Synergy_ZIP=0.669, Synergy_Bliss=-1.21, Synergy_Loewe=-0.756, Synergy_HSA=0.0814. (4) Drug 1: CC12CCC3C(C1CCC2=O)CC(=C)C4=CC(=O)C=CC34C. Drug 2: C1=CN(C=N1)CC(O)(P(=O)(O)O)P(=O)(O)O. Cell line: MOLT-4. Synergy scores: CSS=7.58, Synergy_ZIP=-14.8, Synergy_Bliss=-25.6, Synergy_Loewe=-26.9, Synergy_HSA=-26.4. (5) Drug 1: CC1=C(C(CCC1)(C)C)C=CC(=CC=CC(=CC(=O)O)C)C. Drug 2: CC12CCC3C(C1CCC2O)C(CC4=C3C=CC(=C4)O)CCCCCCCCCS(=O)CCCC(C(F)(F)F)(F)F. Cell line: SF-268. Synergy scores: CSS=2.52, Synergy_ZIP=4.50, Synergy_Bliss=-1.59, Synergy_Loewe=-2.62, Synergy_HSA=-2.54.